From a dataset of Reaction yield outcomes from USPTO patents with 853,638 reactions. Predict the reaction yield, written as a fraction of the theoretical maximum amount of product (1.0 means a 100% yield; for example, 0.34 means a 34% yield). (1) The reactants are [CH:1]1([NH:4][C:5](=[O:44])[NH:6][C:7]2[CH:42]=[CH:41][C:10]([O:11][C:12]3[CH:17]=[CH:16][N:15]=[C:14]4[CH:18]=[C:19]([C:21]5[N:26]=[CH:25][C:24]([CH2:27][N:28]6[CH2:33][CH2:32][N:31](C(OC(C)(C)C)=O)[CH2:30][CH2:29]6)=[CH:23][CH:22]=5)[S:20][C:13]=34)=[C:9]([F:43])[CH:8]=2)[CH2:3][CH2:2]1.C(O)(C(F)(F)F)=O. The catalyst is C(Cl)Cl. The product is [CH:1]1([NH:4][C:5]([NH:6][C:7]2[CH:42]=[CH:41][C:10]([O:11][C:12]3[CH:17]=[CH:16][N:15]=[C:14]4[CH:18]=[C:19]([C:21]5[CH:22]=[CH:23][C:24]([CH2:27][N:28]6[CH2:29][CH2:30][NH:31][CH2:32][CH2:33]6)=[CH:25][N:26]=5)[S:20][C:13]=34)=[C:9]([F:43])[CH:8]=2)=[O:44])[CH2:3][CH2:2]1. The yield is 0.750. (2) The product is [CH:27]1([CH2:26][CH:21]([C:18]2[CH:17]=[CH:16][C:15]([S:14][CH3:13])=[CH:20][CH:19]=2)[C:22]([OH:24])=[O:23])[CH2:31][CH2:30][CH2:29][CH2:28]1. The yield is 0.350. The catalyst is O1CCCC1.CN1CCCN(C)C1=O. The reactants are C(NC(C)C)(C)C.C([Li])CCC.[CH3:13][S:14][C:15]1[CH:20]=[CH:19][C:18]([CH2:21][C:22]([OH:24])=[O:23])=[CH:17][CH:16]=1.I[CH2:26][CH:27]1[CH2:31][CH2:30][CH2:29][CH2:28]1.